This data is from Forward reaction prediction with 1.9M reactions from USPTO patents (1976-2016). The task is: Predict the product of the given reaction. (1) Given the reactants Br[CH2:2][C:3]([C:5]1[CH:10]=[CH:9][CH:8]=[C:7]([C:11]#[C:12][Si:13]([CH:20]([CH3:22])[CH3:21])([CH:17]([CH3:19])[CH3:18])[CH:14]([CH3:16])[CH3:15])[CH:6]=1)=O.[NH2:23][C:24]([NH2:26])=[S:25], predict the reaction product. The product is: [CH:14]([Si:13]([C:12]#[C:11][C:7]1[CH:6]=[C:5]([C:3]2[N:23]=[C:24]([NH2:26])[S:25][CH:2]=2)[CH:10]=[CH:9][CH:8]=1)([CH:20]([CH3:22])[CH3:21])[CH:17]([CH3:19])[CH3:18])([CH3:16])[CH3:15]. (2) Given the reactants Cl[C:2]1([C:13]2[CH:18]=[CH:17][CH:16]=[CH:15][C:14]=2[O:19][CH3:20])[C:10]2[C:5](=[CH:6][CH:7]=[C:8]([Cl:11])[CH:9]=2)[NH:4][C:3]1=[O:12].[NH2:21][C@@H:22]([C:28]1[CH:33]=[CH:32][CH:31]=[CH:30][CH:29]=1)[C:23]([N:25]([CH3:27])[CH3:26])=[O:24], predict the reaction product. The product is: [Cl:11][C:8]1[CH:9]=[C:10]2[C:5](=[CH:6][CH:7]=1)[NH:4][C:3](=[O:12])[C:2]2([NH:21][C@@H:22]([C:28]1[CH:33]=[CH:32][CH:31]=[CH:30][CH:29]=1)[C:23]([N:25]([CH3:27])[CH3:26])=[O:24])[C:13]1[CH:18]=[CH:17][CH:16]=[CH:15][C:14]=1[O:19][CH3:20]. (3) The product is: [NH2:26][C@@H:5]([CH2:4][O:3][CH2:1][CH3:2])[CH2:6][NH:7][C:8]1[N:13]=[C:12]([NH:14][C:15]2[CH:16]=[C:17]([CH3:21])[CH:18]=[CH:19][CH:20]=2)[C:11]2[C:22](=[O:25])[NH:23][CH2:24][C:10]=2[CH:9]=1. Given the reactants [CH2:1]([O:3][CH2:4][C@H:5]([NH:26]C(=O)OC(C)(C)C)[CH2:6][NH:7][C:8]1[N:13]=[C:12]([NH:14][C:15]2[CH:16]=[C:17]([CH3:21])[CH:18]=[CH:19][CH:20]=2)[C:11]2[C:22](=[O:25])[NH:23][CH2:24][C:10]=2[CH:9]=1)[CH3:2].CCOC(C)=O.C1COCC1, predict the reaction product. (4) Given the reactants [F:1][C:2]1[CH:7]=[CH:6][CH:5]=[CH:4][C:3]=1[C:8]1[N:9]=[C:10]([CH2:29][N:30](C)[C:31](=O)OC(C)(C)C)[S:11][C:12]=1[S:13]([C:16]1[CH:21]=[CH:20][CH:19]=[C:18]([C:22]([N:24]2[CH2:28][CH2:27][CH2:26][CH2:25]2)=[O:23])[CH:17]=1)(=[O:15])=[O:14].C(OCC)(=O)C.[ClH:45], predict the reaction product. The product is: [ClH:45].[F:1][C:2]1[CH:7]=[CH:6][CH:5]=[CH:4][C:3]=1[C:8]1[N:9]=[C:10]([CH2:29][NH:30][CH3:31])[S:11][C:12]=1[S:13]([C:16]1[CH:21]=[CH:20][CH:19]=[C:18]([C:22]([N:24]2[CH2:25][CH2:26][CH2:27][CH2:28]2)=[O:23])[CH:17]=1)(=[O:15])=[O:14]. (5) Given the reactants [CH2:1]([O:8][C:9]1[CH:14]=[C:13]([CH3:15])[C:12]([N+:16]([O-:18])=[O:17])=[CH:11][C:10]=1[CH3:19])[C:2]1[CH:7]=[CH:6][CH:5]=[CH:4][CH:3]=1.[CH3:20][C:21]([N:23]([CH3:25])[CH3:24])=O.N1CCC[CH2:27]1, predict the reaction product. The product is: [CH2:1]([O:8][C:9]1[C:10]([CH3:19])=[CH:11][C:12]([N+:16]([O-:18])=[O:17])=[C:13]([CH:14]=1)[CH:15]=[CH:24][N:23]1[CH2:25][CH2:27][CH2:20][CH2:21]1)[C:2]1[CH:3]=[CH:4][CH:5]=[CH:6][CH:7]=1. (6) Given the reactants [Br:1][C:2]1[CH:3]=[C:4]2[C:9](=[CH:10][CH:11]=1)[N:8]1[C:12]([C:15]3[CH:20]=[CH:19][CH:18]=[CH:17][CH:16]=3)=[N:13][N:14]=[C:7]1[C:6](=O)[NH:5]2.P(Cl)(Cl)([Cl:24])=O, predict the reaction product. The product is: [Br:1][C:2]1[CH:3]=[C:4]2[C:9](=[CH:10][CH:11]=1)[N:8]1[C:12]([C:15]3[CH:20]=[CH:19][CH:18]=[CH:17][CH:16]=3)=[N:13][N:14]=[C:7]1[C:6]([Cl:24])=[N:5]2. (7) The product is: [N:57]1[CH:58]=[CH:59][CH:60]=[CH:61][C:56]=1[NH:55][CH2:54][CH:51]1[CH2:52][CH2:53][N:48]([C:45]2[CH:44]=[CH:43][C:42]([CH2:41][CH:40]([NH:69][C:4](=[O:6])[C:3]3[C:7]([CH3:12])=[CH:8][C:9]([CH3:11])=[CH:10][C:2]=3[CH3:1])[C:39]([OH:70])=[O:38])=[CH:47][CH:46]=2)[CH2:49][CH2:50]1. Given the reactants [CH3:1][C:2]1[CH:10]=[C:9]([CH3:11])[CH:8]=[C:7]([CH3:12])[C:3]=1[C:4]([OH:6])=O.CN(C(ON1N=NC2C=CC=NC1=2)=[N+](C)C)C.F[P-](F)(F)(F)(F)F.C[O:38][C:39](=[O:70])[CH:40]([NH2:69])[CH2:41][C:42]1[CH:47]=[CH:46][C:45]([N:48]2[CH2:53][CH2:52][CH:51]([CH2:54][N:55](C(OC(C)(C)C)=O)[C:56]3[CH:61]=[CH:60][CH:59]=[CH:58][N:57]=3)[CH2:50][CH2:49]2)=[CH:44][CH:43]=1.CCN(C(C)C)C(C)C, predict the reaction product.